From a dataset of Reaction yield outcomes from USPTO patents with 853,638 reactions. Predict the reaction yield, written as a fraction of the theoretical maximum amount of product (1.0 means a 100% yield; for example, 0.34 means a 34% yield). (1) The reactants are S(C1C=CC(C)=CC=1)([O-])(=O)=O.[S:19]1[CH:20]=[CH:21][CH:22]=[C:18]1[I+][C:18]1[S:19][CH:20]=[CH:21][CH:22]=1.[N-:23]=[N+:24]=[N-:25].[Na+].[C:27]1([C:33]#[CH:34])[CH:32]=[CH:31][CH:30]=[CH:29][CH:28]=1. The catalyst is O.[Cu]I. The product is [C:27]1([C:33]2[N:23]=[N:24][N:25]([C:18]3[S:19][CH:20]=[CH:21][CH:22]=3)[CH:34]=2)[CH:32]=[CH:31][CH:30]=[CH:29][CH:28]=1. The yield is 0.280. (2) The reactants are I[C:2]1[CH:3]=[C:4]([CH:9]=[CH:10][C:11]=1[NH:12][C:13](=O)[C:14](F)(F)F)[C:5]([O:7][CH3:8])=[O:6].C([C:21]1[CH:26]=[CH:25][CH:24]=[CH:23][CH:22]=1)#C.CN(C)C(N(C)C)=N. The catalyst is CN(C)C=O.Cl[Pd](Cl)([P](C1C=CC=CC=1)(C1C=CC=CC=1)C1C=CC=CC=1)[P](C1C=CC=CC=1)(C1C=CC=CC=1)C1C=CC=CC=1.[Cu]I. The product is [C:21]1([C:13]2[NH:12][C:11]3[C:10]([CH:14]=2)=[CH:9][C:4]([C:5]([O:7][CH3:8])=[O:6])=[CH:3][CH:2]=3)[CH:26]=[CH:25][CH:24]=[CH:23][CH:22]=1. The yield is 0.500. (3) The reactants are [N+:1]([C:4]1[CH:19]=[CH:18][C:7]2[NH:8][C:9]([C:11]3[CH:16]=[CH:15][CH:14]=[CH:13][C:12]=3[OH:17])=[N:10][C:6]=2[CH:5]=1)([O-])=O. The catalyst is C(OCC)(=O)C.O.C(O)(=O)C.[Pd]. The product is [NH2:1][C:4]1[CH:19]=[CH:18][C:7]2[NH:8][C:9]([C:11]3[CH:16]=[CH:15][CH:14]=[CH:13][C:12]=3[OH:17])=[N:10][C:6]=2[CH:5]=1. The yield is 0.760. (4) The reactants are [NH2:1][C:2]1[C:7]([C:8]#[N:9])=[C:6]([CH:10]2[CH2:15][CH2:14][CH2:13][N:12]([C:16]([O:18][C:19]([CH3:22])([CH3:21])[CH3:20])=[O:17])[CH2:11]2)[CH:5]=[C:4]([C:23]2[C:28]([O:29][CH2:30][C:31]3[CH:36]=[CH:35][C:34]([O:37][CH3:38])=[CH:33][CH:32]=3)=[CH:27][CH:26]=[CH:25][C:24]=2[NH2:39])[N:3]=1.C(N(CC)CC)C.[C:47](OC(=O)C)(=[O:49])[CH3:48]. The product is [C:47]([NH:39][C:24]1[CH:25]=[CH:26][CH:27]=[C:28]([O:29][CH2:30][C:31]2[CH:32]=[CH:33][C:34]([O:37][CH3:38])=[CH:35][CH:36]=2)[C:23]=1[C:4]1[N:3]=[C:2]([NH2:1])[C:7]([C:8]#[N:9])=[C:6]([CH:10]2[CH2:15][CH2:14][CH2:13][N:12]([C:16]([O:18][C:19]([CH3:22])([CH3:21])[CH3:20])=[O:17])[CH2:11]2)[CH:5]=1)(=[O:49])[CH3:48]. The yield is 0.945. The catalyst is ClCCl. (5) The product is [C:1]([NH:4][C:5]1[CH:6]=[CH:7][C:8]([C:9]([NH:25][C:26]2[S:30][C:29]([NH:31][C:32]3[CH:33]=[CH:34][C:35]([F:38])=[CH:36][CH:37]=3)=[N:28][C:27]=2[C:39]([NH2:41])=[O:40])=[O:11])=[CH:12][CH:13]=1)(=[O:3])[CH3:2]. The catalyst is C1COCC1.N1C=CC=CC=1. The yield is 0.100. The reactants are [C:1]([NH:4][C:5]1[CH:13]=[CH:12][C:8]([C:9]([OH:11])=O)=[CH:7][CH:6]=1)(=[O:3])[CH3:2].CN(C=O)C.C(Cl)(=O)C(Cl)=O.[NH2:25][C:26]1[S:30][C:29]([NH:31][C:32]2[CH:37]=[CH:36][C:35]([F:38])=[CH:34][CH:33]=2)=[N:28][C:27]=1[C:39]([NH2:41])=[O:40]. (6) The reactants are [C:1]([O:5][C:6](=[O:20])[NH:7][C@H:8]1[CH2:13][CH2:12][C@H:11]([C:14](=[O:19])[N:15]([O:17][CH3:18])[CH3:16])[CH2:10][CH2:9]1)([CH3:4])([CH3:3])[CH3:2].[H-].[Na+].I[CH3:24].OS([O-])(=O)=O.[K+]. The catalyst is CN(C=O)C.O.CCOCC. The product is [C:1]([O:5][C:6](=[O:20])[N:7]([C@H:8]1[CH2:13][CH2:12][C@H:11]([C:14](=[O:19])[N:15]([O:17][CH3:18])[CH3:16])[CH2:10][CH2:9]1)[CH3:24])([CH3:4])([CH3:2])[CH3:3]. The yield is 0.840. (7) The reactants are [C:1]([CH:4]1[C:9](=[O:10])[CH2:8][CH:7]([C:11]2[CH:16]=[CH:15][CH:14]=[CH:13][C:12]=2[Br:17])[CH2:6][C:5]1=O)(=O)[CH3:2].CNC.Cl.[NH2:23][C:24]([NH2:26])=[NH:25]. The catalyst is C(O)C. The product is [NH2:26][C:24]1[N:25]=[C:1]([CH3:2])[C:4]2[C:9](=[O:10])[CH2:8][CH:7]([C:11]3[CH:16]=[CH:15][CH:14]=[CH:13][C:12]=3[Br:17])[CH2:6][C:5]=2[N:23]=1. The yield is 0.690.